This data is from Drug-target binding data from BindingDB using Ki measurements. The task is: Regression. Given a target protein amino acid sequence and a drug SMILES string, predict the binding affinity score between them. We predict pKi (pKi = -log10(Ki in M); higher means stronger inhibition). Dataset: bindingdb_ki. (1) The pKi is 7.5. The compound is CC1(C)O[C@@H]2CO[C@@]3(COS(N)(=O)=O)OC(C)(C)O[C@H]3[C@@H]2O1. The target protein sequence is MKLSLFISSLLAMIVACPNLAESAGSWTYRDPEGPDTWKHHYKDCEGHEQSPINIVPKDTFFEPGLADLVVNYEKSVSAKLFNNGHTVQATFLTGKSNISGGNLTSHFRALQMHFHWGSENSRGSEHQVGGRKFPLEIHIVHYNAEKYPSVSEAVDKGDGLAVLGILVELQVQDNPVFDVMVDNLDKARYKGNEVILPSLQPFSFLPHDIAQYYTYRGSLTTPGCFESVQWFVFNHTFPISQAQLDKFRDLFDSEKQDTKKLPLVDNYRPVQPLYGRSVSEASNALLFPVARHQTKLWIAWDSLMTRQYFMKQQSICALYQPQ. (2) The drug is NCC(=O)O. The target protein (P32305) has sequence MMDVNSSGRPDLYGHLRSLILPEVGRGLQDLSPDGGAHPVVSSWMPHLLSGFLEVTASPAPTWDAPPDNVSGCGEQINYGRVEKVVIGSILTLITLLTIAGNCLVVISVCFVKKLRQPSNYLIVSLALADLSVAVAVMPFVSVTDLIGGKWIFGHFFCNVFIAMDVMCCTASIMTLCVISIDRYLGITRPLTYPVRQNGKCMAKMILSVWLLSASITLPPLFGWAQNVNDDKVCLISQDFGYTIYSTAVAFYIPMSVMLFMYYQIYKAARKSAAKHKFPGFPRVQPESVISLNGVVKLQKEVEECANLSRLLKHERKNISIFKREQKAATTLGIIVGAFTVCWLPFFLLSTARPFICGTSCSCIPLWVERTCLWLGYANSLINPFIYAFFNRDLRTTYRSLLQCQYRNINRKLSAAGMHEALKLAERPERSEFVLQNSDHCGKKGHDT. The pKi is 5.0. (3) The small molecule is CC(=O)N[C@@H](CC(C)C)C(=O)N[C@@H](CCCN=C(N)N)C(=O)c1nc2ccccc2s1. The target protein (P56677) has sequence MGSNRGRKAGGGSQDFGAGLKYNSRLENMNGFEEGVEFLPANNAKKVEKRGPRRWVVLVAVLFSFLLLSLMAGLLVWHFHYRNVRVQKVFNGHLRITNEIFLDAYENSTSTEFISLASQVKEALKLLYNEVPVLGPYHKKSAVTAFSEGSVIAYYWSEFSIPPHLAEEVDRAMAVERVVTLPPRARALKSFVLTSVVAFPIDPRMLQRTQDNSCSFALHAHGAAVTRFTTPGFPNSPYPAHARCQWVLRGDADSVLSLTFRSFDVAPCDEHGSDLVTVYDSLSPMEPHAVVRLCGTFSPSYNLTFLSSQNVFLVTLITNTDRRHPGFEATFFQLPKMSSCGGFLSDTQGTFSSPYYPGHYPPNINCTWNIKVPNNRNVKVRFKLFYLVDPNVPVGSCTKDYVEINGEKYCGERSQFVVSSNSSKITVHFHSDHSYTDTGFLAEYLSYDSNDPCPGMFMCKTGRCIRKELRCDGWADCPDYSDERYCRCNATHQFTCKNQF.... The pKi is 6.6. (4) The target protein sequence is MRALIIVDVQNDFCEGGSLAVTGGAALARAISDYLAEAADYHHVVATKDFHIDPGDHFSGTPDYSSSWPPHCVSGTPGADFHPSLDTSAIEAVFYKGAYTGAYSGFEGVDENGTPLLNWLRQRGVDEVDVVGIATDHCVRQTAEDAVRNGLATRVLVDLTAGVSADTTVAALEEMRTASVELVCSS. The small molecule is OCc1cccnc1. The pKi is 4.2.